From a dataset of Catalyst prediction with 721,799 reactions and 888 catalyst types from USPTO. Predict which catalyst facilitates the given reaction. (1) Reactant: [F:1][C:2]1[CH:7]=[CH:6][C:5]([C:8]2[O:9][CH2:10][CH:11]([CH2:13]O)[N:12]=2)=[CH:4][CH:3]=1.C1(P(C2C=CC=CC=2)C2C=CC=CC=2)C=CC=CC=1.C(Br)(Br)(Br)[Br:35]. Product: [Br:35][CH2:13][CH:11]1[CH2:10][O:9][C:8]([C:5]2[CH:6]=[CH:7][C:2]([F:1])=[CH:3][CH:4]=2)=[N:12]1. The catalyst class is: 17. (2) Reactant: [Br-].[Br:2][C:3]1[C:8]([CH2:9][P+](C2C=CC=CC=2)(C2C=CC=CC=2)C2C=CC=CC=2)=[C:7]([OH:29])[C:6]([O:30][CH3:31])=[CH:5][CH:4]=1.[F:32][C:33]([F:44])([F:43])[C:34](O[C:34](=O)[C:33]([F:44])([F:43])[F:32])=O.C(N(CC)CC)C.O. Product: [Br:2][C:3]1[C:8]2[CH:9]=[C:34]([C:33]([F:44])([F:43])[F:32])[O:29][C:7]=2[C:6]([O:30][CH3:31])=[CH:5][CH:4]=1. The catalyst class is: 11. (3) Reactant: [CH2:1]([C@@H:3]1[CH2:7][C@@H:6]([CH:8]2[CH2:10][N@@:9]2[S:11]([C:14]2[CH:19]=[CH:18][CH:17]=[CH:16][C:15]=2[N+:20]([O-:22])=[O:21])(=[O:13])=[O:12])[O:5][C:4]1=[O:23])[CH3:2].[Cl:24][C:25]1[CH:30]=[CH:29][CH:28]=[CH:27][C:26]=1[N:31]1[CH2:36][C:35]([CH3:38])([CH3:37])[NH:34][CH2:33][C:32]1=[O:39]. Product: [Cl:24][C:25]1[CH:30]=[CH:29][CH:28]=[CH:27][C:26]=1[N:31]1[C:32](=[O:39])[CH2:33][N:34]([CH2:10][C@H:8]([NH:9][S:11]([C:14]2[CH:19]=[CH:18][CH:17]=[CH:16][C:15]=2[N+:20]([O-:22])=[O:21])(=[O:13])=[O:12])[C@@H:6]2[CH2:7][C@@H:3]([CH2:1][CH3:2])[C:4](=[O:23])[O:5]2)[C:35]([CH3:38])([CH3:37])[CH2:36]1. The catalyst class is: 11. (4) Reactant: CN(C)C(=N)N(C)C.[CH2:9]([O:16][C:17]1[CH:24]=[CH:23][C:20]([CH:21]=O)=[CH:19][CH:18]=1)[C:10]1[CH:15]=[CH:14][CH:13]=[CH:12][CH:11]=1.[Cl-].[CH2:26]([O:28][CH:29]([P+](C1C=CC=CC=1)(C1C=CC=CC=1)C1C=CC=CC=1)[C:30]([O:32][CH2:33][CH3:34])=[O:31])[CH3:27]. Product: [CH2:33]([O:32][C:30](=[O:31])[C:29]([O:28][CH2:26][CH3:27])=[CH:21][C:20]1[CH:23]=[CH:24][C:17]([O:16][CH2:9][C:10]2[CH:15]=[CH:14][CH:13]=[CH:12][CH:11]=2)=[CH:18][CH:19]=1)[CH3:34]. The catalyst class is: 22.